This data is from HIV replication inhibition screening data with 41,000+ compounds from the AIDS Antiviral Screen. The task is: Binary Classification. Given a drug SMILES string, predict its activity (active/inactive) in a high-throughput screening assay against a specified biological target. (1) The drug is Cc1cc2c(C(C)C)c(O)c(O)c(C=Nc3ccc(Cl)cc3)c2c(O)c1-c1c(C)cc2c(C(C)C)c(O)c(O)c(C=Nc3ccc(Cl)cc3)c2c1O. The result is 0 (inactive). (2) The drug is CCOC(=O)C1C(c2ccc(F)cc2)C(C(=O)OCC)C(O)(C(F)(F)F)OC1(O)C(F)(F)F. The result is 0 (inactive). (3) The drug is CC(C)C(N=C1CC2CCC1(C(=O)Nc1ccccc1O)C2(C)C)c1ccccc1. The result is 1 (active). (4) The result is 0 (inactive). The molecule is Cc1cc(C)nc(NS(=O)(=O)c2ccc(Nc3c4ccccc4nc4c(C(=O)N5CCN(CCOS(C)(=O)=O)CC5)ccc(Cl)c34)cc2)n1.